This data is from Forward reaction prediction with 1.9M reactions from USPTO patents (1976-2016). The task is: Predict the product of the given reaction. (1) The product is: [CH3:21][CH:22]([CH3:32])[CH2:23][CH:24]([NH:25][C:12]([C:10]1[CH:9]=[CH:8][C:7]([N:15]2[CH2:18][C:17]([F:20])([F:19])[CH2:16]2)=[C:6]([O:5][CH2:4][CH:1]2[CH2:2][CH2:3]2)[N:11]=1)=[O:14])[C:26]1[CH:31]=[CH:30][CH:29]=[CH:28][N:27]=1. Given the reactants [CH:1]1([CH2:4][O:5][C:6]2[N:11]=[C:10]([C:12]([OH:14])=O)[CH:9]=[CH:8][C:7]=2[N:15]2[CH2:18][C:17]([F:20])([F:19])[CH2:16]2)[CH2:3][CH2:2]1.[CH3:21][CH:22]([CH3:32])[CH2:23][CH:24]([C:26]1[CH:31]=[CH:30][CH:29]=[CH:28][N:27]=1)[NH2:25], predict the reaction product. (2) Given the reactants [N:1]1[CH:6]=[CH:5][N:4]=[C:3]2[C:7](=[O:11])[O:8][C:9](=[O:10])[C:2]=12.[C:12]1([C:18]2[N:19]=[C:20]3[N:25]=[C:24]([NH2:26])[CH:23]=[CH:22][N:21]3[CH:27]=2)[CH:17]=[CH:16][CH:15]=[CH:14][CH:13]=1, predict the reaction product. The product is: [C:12]1([C:18]2[N:19]=[C:20]3[N:25]=[C:24]([NH:26][C:7]([C:3]4[C:2]([C:9]([OH:8])=[O:10])=[N:1][CH:6]=[CH:5][N:4]=4)=[O:11])[CH:23]=[CH:22][N:21]3[CH:27]=2)[CH:13]=[CH:14][CH:15]=[CH:16][CH:17]=1. (3) Given the reactants ClC1C=C(Cl)C=CC=1C([C:13]1[C:21]2[C:16](=[C:17]([CH2:23][S:24][CH3:25])[CH:18]=[C:19](F)[CH:20]=2)[NH:15][CH:14]=1)CCO.[Cl:26][C:27]1[CH:32]=[CH:31][C:30]([CH:33]([C:35]2[CH:40]=[CH:39][C:38]([F:41])=[CH:37][CH:36]=2)O)=[C:29]([CH3:42])[CH:28]=1.FC1C=CC(C(C2C=CC(F)=CC=2)C2C3C(=C(CSC)C=CC=3)NC=2)=C(C)C=1, predict the reaction product. The product is: [Cl:26][C:27]1[CH:32]=[CH:31][C:30]([CH:33]([C:35]2[CH:40]=[CH:39][C:38]([F:41])=[CH:37][CH:36]=2)[C:13]2[C:21]3[C:16](=[C:17]([CH2:23][S:24][CH3:25])[CH:18]=[CH:19][CH:20]=3)[NH:15][CH:14]=2)=[C:29]([CH3:42])[CH:28]=1. (4) Given the reactants C([NH:5][S:6]([C:9]1[CH:14]=[CH:13][C:12]([C@H:15]([NH:17][C:18]2[N:19]=[C:20]([OH:35])[C:21]3[N:27]=[C:26]([C:28]4[CH:33]=[CH:32][C:31]([F:34])=[CH:30][CH:29]=4)[CH:25]=[CH:24][C:22]=3[N:23]=2)[CH3:16])=[CH:11][CH:10]=1)(=[O:8])=[O:7])(C)(C)C.C(O)(C(F)(F)F)=O.ClCCl.C([O-])(O)=O.[Na+], predict the reaction product. The product is: [F:34][C:31]1[CH:30]=[CH:29][C:28]([C:26]2[CH:25]=[CH:24][C:22]3[N:23]=[C:18]([NH:17][C@@H:15]([C:12]4[CH:13]=[CH:14][C:9]([S:6]([NH2:5])(=[O:7])=[O:8])=[CH:10][CH:11]=4)[CH3:16])[N:19]=[C:20]([OH:35])[C:21]=3[N:27]=2)=[CH:33][CH:32]=1. (5) Given the reactants [CH3:1][O:2][CH2:3][N:4]1[C:8]2[CH:9]=[CH:10][CH:11]=[CH:12][C:7]=2[N:6]=[CH:5]1.C([Li])CCC.CON(C)[C:21]([CH:23]1[CH2:26][CH:25]([O:27][C:28]2[C:33]([CH:34]3[CH2:39][CH2:38][O:37][CH2:36][CH2:35]3)=[CH:32][C:31]([F:40])=[CH:30][N:29]=2)[CH2:24]1)=[O:22], predict the reaction product. The product is: [F:40][C:31]1[CH:32]=[C:33]([CH:34]2[CH2:39][CH2:38][O:37][CH2:36][CH2:35]2)[C:28]([O:27][CH:25]2[CH2:26][CH:23]([C:21]([C:5]3[N:4]([CH2:3][O:2][CH3:1])[C:8]4[CH:9]=[CH:10][CH:11]=[CH:12][C:7]=4[N:6]=3)=[O:22])[CH2:24]2)=[N:29][CH:30]=1. (6) Given the reactants [C:1]1([S:7]([C:10]2[CH:11]=[C:12]3[C:17](=[CH:18][CH:19]=2)[CH:16]([C:20]#[N:21])[CH2:15][CH2:14][CH2:13]3)(=[O:9])=[O:8])[CH:6]=[CH:5][CH:4]=[CH:3][CH:2]=1, predict the reaction product. The product is: [C:1]1([S:7]([C:10]2[CH:11]=[C:12]3[C:17](=[CH:18][CH:19]=2)[CH:16]([CH2:20][NH2:21])[CH2:15][CH2:14][CH2:13]3)(=[O:9])=[O:8])[CH:2]=[CH:3][CH:4]=[CH:5][CH:6]=1. (7) Given the reactants [OH:1][CH2:2][CH2:3][N:4]1[CH:8]=[CH:7][C:6]([C:9]2[C:17]3[C:16]([NH:18][C@H:19]([C:21]4[N:26]([C:27]5[CH:32]=[CH:31][CH:30]=[CH:29][CH:28]=5)[C:25](=[O:33])[C:24]5=[C:34]([CH3:37])[CH:35]=[CH:36][N:23]5[N:22]=4)[CH3:20])=[N:15][CH:14]=[N:13][C:12]=3[N:11](COCC[Si](C)(C)C)[CH:10]=2)=[N:5]1.FC(F)(F)C(O)=O.N, predict the reaction product. The product is: [OH:1][CH2:2][CH2:3][N:4]1[CH:8]=[CH:7][C:6]([C:9]2[C:17]3[C:16]([NH:18][C@H:19]([C:21]4[N:26]([C:27]5[CH:32]=[CH:31][CH:30]=[CH:29][CH:28]=5)[C:25](=[O:33])[C:24]5=[C:34]([CH3:37])[CH:35]=[CH:36][N:23]5[N:22]=4)[CH3:20])=[N:15][CH:14]=[N:13][C:12]=3[NH:11][CH:10]=2)=[N:5]1. (8) Given the reactants O.NN.[F:4][C:5]1[CH:14]=[CH:13][C:12]([O:15][CH2:16][CH2:17][CH3:18])=[C:11]2[C:6]=1[C:7](=[O:41])[C:8]([C:33]1[CH:38]=[CH:37][C:36]([O:39][CH3:40])=[CH:35][CH:34]=1)=[CH:9][N:10]2[CH2:19][CH2:20][CH2:21][N:22]1C(=O)C2C(=CC=CC=2)C1=O, predict the reaction product. The product is: [NH2:22][CH2:21][CH2:20][CH2:19][N:10]1[C:11]2[C:6](=[C:5]([F:4])[CH:14]=[CH:13][C:12]=2[O:15][CH2:16][CH2:17][CH3:18])[C:7](=[O:41])[C:8]([C:33]2[CH:34]=[CH:35][C:36]([O:39][CH3:40])=[CH:37][CH:38]=2)=[CH:9]1. (9) Given the reactants [NH2:1][NH2:2].Cl[C:4]1[CH:17]=[CH:16][C:15]2[C:14](=[O:18])[C:13]3[C:8](=[CH:9][CH:10]=[CH:11][CH:12]=3)[C:7](=O)[C:6]=2[CH:5]=1, predict the reaction product. The product is: [N:1]1[NH:2][C:9]2[CH:10]=[CH:11][CH:12]=[C:13]3[C:8]=2[C:7]=1[C:6]1[C:15]([C:14]3=[O:18])=[CH:16][CH:17]=[CH:4][CH:5]=1. (10) Given the reactants [NH2:1][CH2:2][C:3]1[C:4]([F:31])=[CH:5][C:6]([F:30])=[C:7]([C@:9]23[CH2:18][O:17][C@@H:16]([CH2:19][F:20])[CH2:15][C@H:14]2[CH2:13][S:12][C:11]([NH:21][C:22](=[O:29])[C:23]2[CH:28]=[CH:27][CH:26]=[CH:25][CH:24]=2)=[N:10]3)[CH:8]=1.C(N(CC)CC)C.FC(F)(F)S(O[CH2:45][C:46]([F:49])([F:48])[F:47])(=O)=O, predict the reaction product. The product is: [F:30][C:6]1[CH:5]=[C:4]([F:31])[C:3]([CH2:2][NH:1][CH2:45][C:46]([F:49])([F:48])[F:47])=[CH:8][C:7]=1[C@:9]12[CH2:18][O:17][C@@H:16]([CH2:19][F:20])[CH2:15][C@H:14]1[CH2:13][S:12][C:11]([NH:21][C:22](=[O:29])[C:23]1[CH:24]=[CH:25][CH:26]=[CH:27][CH:28]=1)=[N:10]2.